Dataset: Catalyst prediction with 721,799 reactions and 888 catalyst types from USPTO. Task: Predict which catalyst facilitates the given reaction. Reactant: C([B-:3]([C:16]1[CH:21]=[CH:20][CH:19]=[CH:18][CH:17]=1)([C:10]1[CH:15]=[CH:14][CH:13]=[CH:12][CH:11]=1)[C:4]1[CH:9]=[CH:8][CH:7]=[CH:6][CH:5]=1)#N.[Na+]. Product: [B:3]([C:10]1[CH:11]=[CH:12][CH:13]=[CH:14][CH:15]=1)([C:16]1[CH:21]=[CH:20][CH:19]=[CH:18][CH:17]=1)[C:4]1[CH:5]=[CH:6][CH:7]=[CH:8][CH:9]=1. The catalyst class is: 5.